Dataset: Reaction yield outcomes from USPTO patents with 853,638 reactions. Task: Predict the reaction yield, written as a fraction of the theoretical maximum amount of product (1.0 means a 100% yield; for example, 0.34 means a 34% yield). (1) The reactants are [CH2:1]([NH:3][C:4]([NH:6][C:7]1[N:12]=[CH:11][C:10]([C:13]2[CH:18]=[CH:17][N:16]=[C:15]([C:19]([NH:21][NH2:22])=[O:20])[CH:14]=2)=[C:9]([C:23]2[S:24][CH:25]=[C:26]([C:28]3[CH:33]=[CH:32][CH:31]=[CH:30][CH:29]=3)[N:27]=2)[CH:8]=1)=[O:5])[CH3:2].CO[C:36](OC)(OC)[CH3:37].Cl.C1CCN2C(=NCCC2)CC1. The catalyst is C1COCC1.CO.ClCCl. The product is [CH2:1]([NH:3][C:4]([NH:6][C:7]1[N:12]=[CH:11][C:10]([C:13]2[CH:18]=[CH:17][N:16]=[C:15]([C:19]3[O:20][C:36]([CH3:37])=[N:22][N:21]=3)[CH:14]=2)=[C:9]([C:23]2[S:24][CH:25]=[C:26]([C:28]3[CH:33]=[CH:32][CH:31]=[CH:30][CH:29]=3)[N:27]=2)[CH:8]=1)=[O:5])[CH3:2]. The yield is 0.820. (2) The reactants are [OH:1][NH:2][C:3]([C:5]1[C:14]2[C:9](=[CH:10][CH:11]=[CH:12][CH:13]=2)[CH:8]=[CH:7][N:6]=1)=[NH:4].[Cl:15][C:16]1[CH:24]=[C:20]([C:21](O)=O)[C:19]([OH:25])=[CH:18][CH:17]=1. No catalyst specified. The product is [Cl:15][C:16]1[CH:17]=[CH:18][C:19]([OH:25])=[C:20]([C:21]2[O:1][N:2]=[C:3]([C:5]3[C:14]4[C:9](=[CH:10][CH:11]=[CH:12][CH:13]=4)[CH:8]=[CH:7][N:6]=3)[N:4]=2)[CH:24]=1. The yield is 0.190. (3) The yield is 1.00. The reactants are C[O:2][C:3]1[CH:12]=[C:11]([O:13][CH3:14])[CH:10]=[C:9]2[C:4]=1[C:5](=[O:26])[CH:6]([C:18]1[CH:23]=[CH:22][C:21]([O:24][CH3:25])=[CH:20][CH:19]=1)[CH:7]1[CH2:17][CH2:16][CH2:15][CH:8]12.B(Cl)(Cl)Cl. The product is [OH:2][C:3]1[CH:12]=[C:11]([O:13][CH3:14])[CH:10]=[C:9]2[C:4]=1[C:5](=[O:26])[CH:6]([C:18]1[CH:19]=[CH:20][C:21]([O:24][CH3:25])=[CH:22][CH:23]=1)[CH:7]1[CH2:17][CH2:16][CH2:15][CH:8]12. No catalyst specified. (4) The product is [CH2:18]([NH:17][CH2:16][CH2:15][N:14]1[CH2:13][CH2:12][C:7]2[NH:8][CH:9]=[C:10]([CH3:11])[C:6]=2[C:4]1=[O:3])[CH3:19]. The catalyst is C(O)(=O)C(O)=O. The reactants are C([O:3][C:4]([C:6]1[C:10]([CH3:11])=[CH:9][NH:8][C:7]=1[CH2:12][CH2:13][NH:14][CH2:15][CH2:16][NH:17][CH2:18][CH3:19])=O)C.O.[OH-].[Li+]. The yield is 0.302. (5) The reactants are [ClH:1].Cl.Cl.N[C:5]1[CH:6]=[C:7]([CH:11]2[CH2:16][CH:15]3[CH2:17][CH2:18][N:12]2[CH2:13][CH2:14]3)[CH:8]=[N:9][CH:10]=1.N(OCCC(C)C)=O.C(Cl)(Cl)[Cl:28].[CH:31]([OH:34])([CH3:33])[CH3:32]. No catalyst specified. The product is [ClH:28].[ClH:1].[CH:31]([O:34][C:5]1[CH:6]=[C:7]([CH:11]2[CH2:16][CH:15]3[CH2:17][CH2:18][N:12]2[CH2:13][CH2:14]3)[CH:8]=[N:9][CH:10]=1)([CH3:33])[CH3:32]. The yield is 0.550. (6) The reactants are [Br:1][C:2]1[CH:7]=[CH:6][C:5]([N:8]([CH2:19][C:20]([O:22]C)=[O:21])[C:9](=[O:18])/[CH:10]=[CH:11]/[C:12]2[CH:17]=[CH:16][CH:15]=[CH:14][CH:13]=2)=[CH:4][CH:3]=1.[OH-].[Li+].Cl. The catalyst is C1COCC1.CO.O. The product is [Br:1][C:2]1[CH:3]=[CH:4][C:5]([N:8]([CH2:19][C:20]([OH:22])=[O:21])[C:9](=[O:18])/[CH:10]=[CH:11]/[C:12]2[CH:17]=[CH:16][CH:15]=[CH:14][CH:13]=2)=[CH:6][CH:7]=1. The yield is 0.970. (7) The reactants are [CH3:1][O:2][C:3](=[O:13])[C:4]1[CH:9]=[C:8]([OH:10])[C:7]([Br:11])=[C:6]([OH:12])[CH:5]=1.Cl[CH2:15][C:16]([CH3:18])=[CH2:17]. The catalyst is CO. The product is [CH3:1][O:2][C:3](=[O:13])[C:4]1[CH:9]=[C:8]([O:10][CH2:17][C:16]([CH3:18])=[CH2:15])[C:7]([Br:11])=[C:6]([OH:12])[CH:5]=1. The yield is 0.136. (8) The reactants are [C:1]1([CH2:7][CH2:8][CH2:9][OH:10])[CH:6]=[CH:5][CH:4]=[CH:3][CH:2]=1.[H-].[Na+].Cl[S:14]([N:17]=C=O)(=[O:16])=[O:15].C(O)=O. The catalyst is CC#N.CN(C=O)C. The product is [S:14](=[O:16])(=[O:15])([O:10][CH2:9][CH2:8][CH2:7][C:1]1[CH:6]=[CH:5][CH:4]=[CH:3][CH:2]=1)[NH2:17]. The yield is 0.620. (9) The reactants are [O:1]=[C:2]1[C:10](=[C:11]2[C:19]3[C:14](=[CH:15][CH:16]=[CH:17][CH:18]=3)[CH:13]([CH2:20][C:21]([OH:23])=[O:22])[O:12]2)[C:9]2[C:4](=[CH:5][CH:6]=[CH:7][CH:8]=2)[NH:3]1.C[O-].[Na+:26].CO.CCOC(C)=O. The catalyst is CO. The product is [O:1]=[C:2]1[NH:3][C:4]2[C:9](/[C:10]/1=[C:11]1\[O:12][CH:13]([CH2:20][C:21]([O-:23])=[O:22])[C:14]3[CH:15]=[CH:16][CH:17]=[CH:18][C:19]\1=3)=[CH:8][CH:7]=[CH:6][CH:5]=2.[Na+:26]. The yield is 1.00. (10) The reactants are CNC(=O)C1C=CC=C(C2C=CC([O:16][C@@H]3[C@@H](O)[C@@H](O)[C@H](O)[C@@H](CO)O3)=C(C)C=2)C=1.C([O:33][C@@H:34]1[C@@H:39]([O:40]C(=O)C)[C@@H:38]([CH2:44][O:45]C(=O)C)[O:37][C@H:36]([O:49][C:50]2[CH:55]=[CH:54][C:53](Br)=[CH:52][C:51]=2[C:57]([F:60])([F:59])[F:58])[C@H:35]1CC([O-])=O)(=O)C.[CH3:65][NH:66][C:67]([C:69]1[CH:70]=[C:71](B2OC(C)(C)C(C)(C)O2)[CH:72]=[C:73]([C:75]([NH:77][CH3:78])=[O:76])[CH:74]=1)=[O:68]. No catalyst specified. The product is [CH3:78][NH:77][C:75]([C:73]1[CH:72]=[C:71]([C:53]2[CH:54]=[CH:55][C:50]([O:49][C@@H:36]3[C@@H:35]([OH:16])[C@@H:34]([OH:33])[C@H:39]([OH:40])[C@@H:38]([CH2:44][OH:45])[O:37]3)=[C:51]([C:57]([F:58])([F:59])[F:60])[CH:52]=2)[CH:70]=[C:69]([C:67]([NH:66][CH3:65])=[O:68])[CH:74]=1)=[O:76]. The yield is 0.690.